From a dataset of Peptide-MHC class I binding affinity with 185,985 pairs from IEDB/IMGT. Regression. Given a peptide amino acid sequence and an MHC pseudo amino acid sequence, predict their binding affinity value. This is MHC class I binding data. (1) The binding affinity (normalized) is 0.912. The MHC is HLA-A02:06 with pseudo-sequence HLA-A02:06. The peptide sequence is TMLLMLLPTA. (2) The peptide sequence is NIRQAGVQY. The MHC is HLA-B51:01 with pseudo-sequence HLA-B51:01. The binding affinity (normalized) is 0. (3) The peptide sequence is LIMFEQYFIY. The MHC is HLA-A31:01 with pseudo-sequence HLA-A31:01. The binding affinity (normalized) is 0.118. (4) The peptide sequence is LEKARGSTY. The MHC is HLA-B58:01 with pseudo-sequence HLA-B58:01. The binding affinity (normalized) is 0.